From a dataset of hERG potassium channel inhibition data for cardiac toxicity prediction from Karim et al.. Regression/Classification. Given a drug SMILES string, predict its toxicity properties. Task type varies by dataset: regression for continuous values (e.g., LD50, hERG inhibition percentage) or binary classification for toxic/non-toxic outcomes (e.g., AMES mutagenicity, cardiotoxicity, hepatotoxicity). Dataset: herg_karim. The molecule is N#Cc1c(NC2CCN(Cc3ccc4c(c3)OCO4)CC2)c2cc(Cl)ccc2[nH]c1=O. The result is 1 (blocker).